Dataset: CYP2D6 inhibition data for predicting drug metabolism from PubChem BioAssay. Task: Regression/Classification. Given a drug SMILES string, predict its absorption, distribution, metabolism, or excretion properties. Task type varies by dataset: regression for continuous measurements (e.g., permeability, clearance, half-life) or binary classification for categorical outcomes (e.g., BBB penetration, CYP inhibition). Dataset: cyp2d6_veith. (1) The drug is COc1ccc(-c2cc(C3CCN(c4cc(Cl)nc(N)n4)CC3)[nH]n2)cc1. The result is 0 (non-inhibitor). (2) The molecule is COc1cc(-c2cc(-c3ccccc3)nc(SCC(=O)Nc3nccs3)c2C#N)cc(OC)c1OC. The result is 0 (non-inhibitor). (3) The compound is COc1ccc(COC2OC[C@]3(C)[C@H]4C5=C(CN3C(=O)OC(C)(C)C)[C@H](C)C(CO)C(CO)C5CC[C@@H]24)cc1. The result is 0 (non-inhibitor). (4) The drug is O=C(O)/C=C/C(=O)Nc1ccc(F)cc1F. The result is 0 (non-inhibitor).